This data is from Forward reaction prediction with 1.9M reactions from USPTO patents (1976-2016). The task is: Predict the product of the given reaction. (1) Given the reactants [CH2:1]([O:3][C:4]1[CH:5]=[C:6]([CH2:14][OH:15])[CH:7]=[C:8]([O:11][CH2:12][CH3:13])[C:9]=1[F:10])[CH3:2], predict the reaction product. The product is: [CH2:1]([O:3][C:4]1[CH:5]=[C:6]([CH:7]=[C:8]([O:11][CH2:12][CH3:13])[C:9]=1[F:10])[CH:14]=[O:15])[CH3:2]. (2) Given the reactants [C:1]([O:9][CH:10]1[CH2:15][CH2:14][CH2:13][CH2:12][CH:11]1[OH:16])(=[O:8])[C:2]1[CH:7]=[CH:6][CH:5]=[CH:4][CH:3]=1.FC(F)(F)S(O[Si](C)(C)C)(=O)=O.ClC(Cl)(Cl)C(=N)O[CH2:33][CH2:34][C:35]1[CH:40]=[CH:39][C:38]([O:41][CH3:42])=[C:37]([O:43][CH3:44])[CH:36]=1, predict the reaction product. The product is: [C:1]([O:9][C@@H:10]1[CH2:15][CH2:14][CH2:13][CH2:12][C@@H:11]1[O:16][CH2:33][CH2:34][C:35]1[CH:40]=[CH:39][C:38]([O:41][CH3:42])=[C:37]([O:43][CH3:44])[CH:36]=1)(=[O:8])[C:2]1[CH:3]=[CH:4][CH:5]=[CH:6][CH:7]=1.